From a dataset of Reaction yield outcomes from USPTO patents with 853,638 reactions. Predict the reaction yield, written as a fraction of the theoretical maximum amount of product (1.0 means a 100% yield; for example, 0.34 means a 34% yield). The reactants are [Li]CCCC.N(C(C)C)C(C)C.[CH:13]1([C:16]([O:18][C:19]([CH3:22])([CH3:21])[CH3:20])=[O:17])[CH2:15][CH2:14]1.Br[CH2:24][CH2:25][CH2:26][CH2:27][Cl:28].[NH4+].[Cl-]. The catalyst is C1COCC1. The product is [Cl:28][CH2:27][CH2:26][CH2:25][CH2:24][C:13]1([C:16]([O:18][C:19]([CH3:22])([CH3:21])[CH3:20])=[O:17])[CH2:15][CH2:14]1. The yield is 0.520.